This data is from Peptide-MHC class II binding affinity with 134,281 pairs from IEDB. The task is: Regression. Given a peptide amino acid sequence and an MHC pseudo amino acid sequence, predict their binding affinity value. This is MHC class II binding data. (1) The peptide sequence is EPRAPWIEQEGPEYW. The MHC is HLA-DQA10501-DQB10201 with pseudo-sequence HLA-DQA10501-DQB10201. The binding affinity (normalized) is 0.549. (2) The peptide sequence is GLHFHEMNNGGDAMY. The MHC is DRB1_0701 with pseudo-sequence DRB1_0701. The binding affinity (normalized) is 0.267.